Dataset: Catalyst prediction with 721,799 reactions and 888 catalyst types from USPTO. Task: Predict which catalyst facilitates the given reaction. (1) Reactant: C([O:4][CH:5]1[CH2:8][C:7]([CH2:16][C:17]([O:19][CH2:20][CH3:21])=[O:18])([C:9]2[CH:14]=[CH:13][C:12]([OH:15])=[CH:11][CH:10]=2)[CH2:6]1)(=O)C.C([O-])([O-])=O.[K+].[K+]. Product: [OH:4][CH:5]1[CH2:8][C:7]([CH2:16][C:17]([O:19][CH2:20][CH3:21])=[O:18])([C:9]2[CH:14]=[CH:13][C:12]([OH:15])=[CH:11][CH:10]=2)[CH2:6]1. The catalyst class is: 14. (2) Reactant: Br[C:2]1[CH:28]=[CH:27][C:5]([O:6][CH:7]2[CH2:11][CH2:10][N:9]([CH:12]3[CH2:17][CH2:16][N:15]([C:18]4[S:22][N:21]=[C:20]([CH:23]([CH3:25])[CH3:24])[N:19]=4)[CH2:14][CH2:13]3)[C:8]2=[O:26])=[C:4]([F:29])[CH:3]=1.CC1(C)C2C(=C(P(C3C=CC=CC=3)C3C=CC=CC=3)C=CC=2)OC2C(P(C3C=CC=CC=3)C3C=CC=CC=3)=CC=CC1=2.C(N(C(C)C)C(C)C)C.[CH2:81]([SH:83])[CH3:82]. Product: [CH2:81]([S:83][C:2]1[CH:28]=[CH:27][C:5]([O:6][CH:7]2[CH2:11][CH2:10][N:9]([CH:12]3[CH2:17][CH2:16][N:15]([C:18]4[S:22][N:21]=[C:20]([CH:23]([CH3:25])[CH3:24])[N:19]=4)[CH2:14][CH2:13]3)[C:8]2=[O:26])=[C:4]([F:29])[CH:3]=1)[CH3:82]. The catalyst class is: 62. (3) Reactant: C(O[C:9]1[C:14](=O)[C:13]([CH:16]([OH:21])[C:17]([F:20])([F:19])[F:18])=[CH:12][NH:11][C:10]=1[CH3:22])C1C=CC=CC=1.[C:23](#N)C.[C:26](=[O:29])([O-])[O-].[K+].[K+].CI. Product: [CH3:23][N:11]1[CH:12]=[C:13]([CH:16]([OH:21])[C:17]([F:18])([F:19])[F:20])[C:26](=[O:29])[C:9]([CH3:14])=[C:10]1[CH3:22]. The catalyst class is: 4. (4) Reactant: [CH3:1][N:2]1[C:7](=[O:8])[C:6]2[C:9]3[CH2:15][CH2:14][NH:13][CH2:12][C:10]=3[S:11][C:5]=2[N:4]=[CH:3]1.Cl[CH2:17][C:18]([N:20]1[CH2:25][CH2:24][N:23]([CH:26]2[CH2:29][CH2:28][CH2:27]2)[CH2:22][CH2:21]1)=[O:19].C([O-])([O-])=O.[K+].[K+].[Na+].[I-]. Product: [CH:26]1([N:23]2[CH2:24][CH2:25][N:20]([C:18](=[O:19])[CH2:17][N:13]3[CH2:14][CH2:15][C:9]4[C:6]5[C:7](=[O:8])[N:2]([CH3:1])[CH:3]=[N:4][C:5]=5[S:11][C:10]=4[CH2:12]3)[CH2:21][CH2:22]2)[CH2:29][CH2:28][CH2:27]1. The catalyst class is: 47.